Dataset: NCI-60 drug combinations with 297,098 pairs across 59 cell lines. Task: Regression. Given two drug SMILES strings and cell line genomic features, predict the synergy score measuring deviation from expected non-interaction effect. Drug 1: CC1CCC2CC(C(=CC=CC=CC(CC(C(=O)C(C(C(=CC(C(=O)CC(OC(=O)C3CCCCN3C(=O)C(=O)C1(O2)O)C(C)CC4CCC(C(C4)OC)OCCO)C)C)O)OC)C)C)C)OC. Drug 2: CC(C)NC(=O)C1=CC=C(C=C1)CNNC.Cl. Cell line: MOLT-4. Synergy scores: CSS=20.2, Synergy_ZIP=-2.06, Synergy_Bliss=-0.981, Synergy_Loewe=-25.4, Synergy_HSA=-1.23.